This data is from Full USPTO retrosynthesis dataset with 1.9M reactions from patents (1976-2016). The task is: Predict the reactants needed to synthesize the given product. (1) Given the product [CH2:23]([C:24]1[CH:38]=[CH:37][CH:21]=[C:20]([CH2:26][CH3:46])[C:19]=1[C:16]1[CH:17]=[C:18]2[C:10]([CH2:9][CH:5]([CH2:6][CH2:7][CH3:8])[CH2:4][OH:36])=[CH:11][N:12]([C:27]3[CH:28]=[CH:29][C:30]([CH:33]([CH3:35])[CH3:34])=[CH:31][CH:32]=3)[C:13]2=[CH:14][N:15]=1)[CH3:22], predict the reactants needed to synthesize it. The reactants are: C(O[C:4](=[O:36])[CH:5]([CH2:9][C:10]1[C:18]2[C:13](=[CH:14][N:15]=[C:16]([C:19]3[C:24](C)=[CH:23][CH:22]=[CH:21][C:20]=3[CH3:26])[CH:17]=2)[N:12]([C:27]2[CH:32]=[CH:31][C:30]([CH:33]([CH3:35])[CH3:34])=[CH:29][CH:28]=2)[CH:11]=1)[CH2:6][CH2:7][CH3:8])C.[CH3:37][CH:38](C[AlH]CC(C)C)C.[C@H:46](O)(C([O-])=O)[C@@H](O)C([O-])=O.[Na+].[K+]. (2) Given the product [NH2:1][C:4]1[CH:9]=[CH:8][C:7]([C:10]([C:12]2[NH:13][CH:14]=[CH:15][CH:16]=2)=[O:11])=[CH:6][CH:5]=1, predict the reactants needed to synthesize it. The reactants are: [N+:1]([C:4]1[CH:9]=[CH:8][C:7]([C:10]([C:12]2[NH:13][CH:14]=[CH:15][CH:16]=2)=[O:11])=[CH:6][CH:5]=1)([O-])=O.[Sn](Cl)(Cl)(Cl)Cl. (3) The reactants are: [CH3:1][C:2]1[C:3]([C@H:8]2[CH2:13][CH2:12][CH2:11][C@@H:10]([C:14]3[C:19]([CH3:20])=[CH:18][CH:17]=[CH:16][N:15]=3)[N:9]2[CH2:21][C:22]2[CH:29]=[CH:28][C:25]([C:26]#[N:27])=[C:24]([O:30][N:31]=C(C)C)[CH:23]=2)=[N:4][CH:5]=[CH:6][CH:7]=1.Cl. Given the product [CH3:1][C:2]1[C:3]([C@@H:8]2[CH2:13][CH2:12][CH2:11][C@H:10]([C:14]3[C:19]([CH3:20])=[CH:18][CH:17]=[CH:16][N:15]=3)[N:9]2[CH2:21][C:22]2[CH:29]=[CH:28][C:25]3[C:26]([NH2:27])=[N:31][O:30][C:24]=3[CH:23]=2)=[N:4][CH:5]=[CH:6][CH:7]=1, predict the reactants needed to synthesize it. (4) Given the product [CH2:1]([N:8]1[C:12]([C:13]([OH:15])=[O:14])=[C:11]([C:18]2[CH:19]=[CH:20][CH:21]=[CH:22][CH:23]=2)[C:10]([C:24]2[CH:29]=[CH:28][CH:27]=[CH:26][CH:25]=2)=[N:9]1)[C:2]1[CH:3]=[CH:4][CH:5]=[CH:6][CH:7]=1, predict the reactants needed to synthesize it. The reactants are: [CH2:1]([N:8]1[C:12]([C:13]([O:15]CC)=[O:14])=[C:11]([C:18]2[CH:23]=[CH:22][CH:21]=[CH:20][CH:19]=2)[C:10]([C:24]2[CH:29]=[CH:28][CH:27]=[CH:26][CH:25]=2)=[N:9]1)[C:2]1[CH:7]=[CH:6][CH:5]=[CH:4][CH:3]=1.[OH-].[Na+].Cl. (5) The reactants are: C[O:2][C:3](=[O:33])[C:4]1[CH:9]=[C:8]([Cl:10])[C:7]([NH:11][C:12]2[S:13][C:14]3[N:15]=[CH:16][N:17]=[C:18]([NH:21][C:22]4[CH:27]=[CH:26][C:25]([C:28]([F:31])([F:30])[F:29])=[CH:24][CH:23]=4)[C:19]=3[N:20]=2)=[C:6]([Cl:32])[CH:5]=1.O.[OH-].[Li+]. Given the product [Cl:32][C:6]1[CH:5]=[C:4]([CH:9]=[C:8]([Cl:10])[C:7]=1[NH:11][C:12]1[S:13][C:14]2[N:15]=[CH:16][N:17]=[C:18]([NH:21][C:22]3[CH:23]=[CH:24][C:25]([C:28]([F:31])([F:29])[F:30])=[CH:26][CH:27]=3)[C:19]=2[N:20]=1)[C:3]([OH:33])=[O:2], predict the reactants needed to synthesize it.